This data is from Catalyst prediction with 721,799 reactions and 888 catalyst types from USPTO. The task is: Predict which catalyst facilitates the given reaction. (1) Reactant: [C:1]1([CH:7]2[CH2:11][CH2:10][CH2:9][CH:8]2[C:12]([NH2:14])=O)[CH:6]=[CH:5][CH:4]=[CH:3][CH:2]=1.[H-].[H-].[H-].[H-].[Li+].[Al+3]. Product: [C:1]1([CH:7]2[CH2:11][CH2:10][CH2:9][CH:8]2[CH2:12][NH2:14])[CH:6]=[CH:5][CH:4]=[CH:3][CH:2]=1. The catalyst class is: 1. (2) Reactant: [Br:1][C:2]1[C:7]([OH:8])=[CH:6][CH:5]=[CH:4][N:3]=1.C(=O)([O-])[O-].[K+].[K+].[CH2:15]([O:17][C:18](=[O:21])[CH2:19]Br)[CH3:16].O. Product: [Br:1][C:2]1[C:7]([O:8][CH2:19][C:18]([O:17][CH2:15][CH3:16])=[O:21])=[CH:6][CH:5]=[CH:4][N:3]=1. The catalyst class is: 3.